From a dataset of Reaction yield outcomes from USPTO patents with 853,638 reactions. Predict the reaction yield, written as a fraction of the theoretical maximum amount of product (1.0 means a 100% yield; for example, 0.34 means a 34% yield). (1) The reactants are C1C(=O)N([Cl:8])C(=O)C1.[C:9]([O:13][C:14]([N:16]1[CH2:21][CH2:20][N:19]([CH2:22][C:23]2[CH:28]=[C:27]([NH2:29])[C:26]([C:30]([O:32][CH2:33][CH3:34])=[O:31])=[CH:25][C:24]=2[C:35]([F:38])([F:37])[F:36])[CH2:18][CH2:17]1)=[O:15])([CH3:12])([CH3:11])[CH3:10].O. The catalyst is CN(C=O)C. The product is [C:9]([O:13][C:14]([N:16]1[CH2:17][CH2:18][N:19]([CH2:22][C:23]2[C:24]([C:35]([F:37])([F:38])[F:36])=[CH:25][C:26]([C:30]([O:32][CH2:33][CH3:34])=[O:31])=[C:27]([NH2:29])[C:28]=2[Cl:8])[CH2:20][CH2:21]1)=[O:15])([CH3:10])([CH3:11])[CH3:12]. The yield is 0.540. (2) The reactants are [NH2:1][C:2]1[CH:7]=[CH:6][C:5]([C:8]2[O:12][CH:11]=[N:10][CH:9]=2)=[C:4]([O:13][CH3:14])[CH:3]=1.[N+:15]([C:18]1[CH:19]=[C:20]([N:24]=[C:25]=[O:26])[CH:21]=[CH:22][CH:23]=1)([O-:17])=[O:16]. The catalyst is C(Cl)Cl. The product is [N+:15]([C:18]1[CH:19]=[C:20]([NH:24][C:25]([NH:1][C:2]2[CH:7]=[CH:6][C:5]([C:8]3[O:12][CH:11]=[N:10][CH:9]=3)=[C:4]([O:13][CH3:14])[CH:3]=2)=[O:26])[CH:21]=[CH:22][CH:23]=1)([O-:17])=[O:16]. The yield is 0.970. (3) The reactants are FC(F)(F)C1C=CC(CBr)=CC=1.Br[CH2:14][C:15]1[CH:23]=[CH:22][C:18]2=[N:19][O:20][N:21]=[C:17]2[CH:16]=1.[CH3:24][C:25]1[N:26]=[C:27]([N:35]2[CH2:39][CH2:38][NH:37][C:36]2=[O:40])[S:28][C:29]=1[C:30]([O:32][CH2:33][CH3:34])=[O:31]. No catalyst specified. The product is [N:19]1[O:20][N:21]=[C:17]2[CH:16]=[C:15]([CH2:14][N:37]3[CH2:38][CH2:39][N:35]([C:27]4[S:28][C:29]([C:30]([O:32][CH2:33][CH3:34])=[O:31])=[C:25]([CH3:24])[N:26]=4)[C:36]3=[O:40])[CH:23]=[CH:22][C:18]=12. The yield is 0.920. (4) The reactants are [C:1]([O:5][C:6]([N:8]([C:13]1[CH:14]=[C:15]2[C:19](=[CH:20][CH:21]=1)[N:18]([CH2:22][C:23]([OH:25])=[O:24])[CH:17]=[CH:16]2)[S:9]([CH3:12])(=[O:11])=[O:10])=[O:7])([CH3:4])([CH3:3])[CH3:2].[Cl:26][C:27]1[CH:28]=[N+:29]([O-:52])[CH:30]=[C:31]([Cl:51])[C:32]=1[CH2:33][C@@H:34]([C:36]1[CH:41]=[CH:40][C:39]([O:42][CH:43]([F:45])[F:44])=[C:38]([O:46][CH2:47][CH:48]2[CH2:50][CH2:49]2)[CH:37]=1)O.C(Cl)CCl.Cl. The catalyst is C(Cl)Cl.CN(C1C=CN=CC=1)C. The product is [C:1]([O:5][C:6]([N:8]([C:13]1[CH:14]=[C:15]2[C:19](=[CH:20][CH:21]=1)[N:18]([CH2:22][C:23]([O:25][C@H:34]([C:36]1[CH:41]=[CH:40][C:39]([O:42][CH:43]([F:44])[F:45])=[C:38]([O:46][CH2:47][CH:48]3[CH2:49][CH2:50]3)[CH:37]=1)[CH2:33][C:32]1[C:31]([Cl:51])=[CH:30][N+:29]([O-:52])=[CH:28][C:27]=1[Cl:26])=[O:24])[CH:17]=[CH:16]2)[S:9]([CH3:12])(=[O:11])=[O:10])=[O:7])([CH3:4])([CH3:2])[CH3:3]. The yield is 0.680. (5) The reactants are Br[C:2]1[CH:7]=[CH:6][C:5]([NH:8][C:9]#[N:10])=[C:4]([O:11][CH3:12])[CH:3]=1.[CH3:13][N:14]1[C:18]([C:19]#[N:20])=[CH:17][CH:16]=[C:15]1B(O)O.C(=O)([O-])[O-].[K+].[K+].C(P(C(C)(C)C)C(C)(C)C)(C)(C)C.[Br-]. The catalyst is C1COCC1. The product is [C:19]([C:18]1[N:14]([CH3:13])[C:15]([C:2]2[CH:7]=[CH:6][C:5]([NH:8][C:9]#[N:10])=[C:4]([O:11][CH3:12])[CH:3]=2)=[CH:16][CH:17]=1)#[N:20]. The yield is 0.160.